Regression. Given two drug SMILES strings and cell line genomic features, predict the synergy score measuring deviation from expected non-interaction effect. From a dataset of NCI-60 drug combinations with 297,098 pairs across 59 cell lines. (1) Drug 1: CC(CN1CC(=O)NC(=O)C1)N2CC(=O)NC(=O)C2. Drug 2: C1C(C(OC1N2C=NC(=NC2=O)N)CO)O. Cell line: M14. Synergy scores: CSS=14.2, Synergy_ZIP=-2.41, Synergy_Bliss=7.71, Synergy_Loewe=3.92, Synergy_HSA=5.13. (2) Drug 1: CCCCCOC(=O)NC1=NC(=O)N(C=C1F)C2C(C(C(O2)C)O)O. Drug 2: CC(C)(C#N)C1=CC(=CC(=C1)CN2C=NC=N2)C(C)(C)C#N. Cell line: SF-295. Synergy scores: CSS=-4.92, Synergy_ZIP=3.40, Synergy_Bliss=5.08, Synergy_Loewe=-4.70, Synergy_HSA=-2.04. (3) Drug 1: C1=CC(=C2C(=C1NCCNCCO)C(=O)C3=C(C=CC(=C3C2=O)O)O)NCCNCCO. Drug 2: C1CC(=O)NC(=O)C1N2C(=O)C3=CC=CC=C3C2=O. Cell line: SK-MEL-28. Synergy scores: CSS=38.3, Synergy_ZIP=1.21, Synergy_Bliss=0.322, Synergy_Loewe=-44.2, Synergy_HSA=0.142. (4) Drug 1: CC1C(C(CC(O1)OC2CC(OC(C2O)C)OC3=CC4=CC5=C(C(=O)C(C(C5)C(C(=O)C(C(C)O)O)OC)OC6CC(C(C(O6)C)O)OC7CC(C(C(O7)C)O)OC8CC(C(C(O8)C)O)(C)O)C(=C4C(=C3C)O)O)O)O. Drug 2: CCC1(CC2CC(C3=C(CCN(C2)C1)C4=CC=CC=C4N3)(C5=C(C=C6C(=C5)C78CCN9C7C(C=CC9)(C(C(C8N6C)(C(=O)OC)O)OC(=O)C)CC)OC)C(=O)OC)O.OS(=O)(=O)O. Cell line: 786-0. Synergy scores: CSS=49.5, Synergy_ZIP=2.25, Synergy_Bliss=1.57, Synergy_Loewe=-2.08, Synergy_HSA=-1.38. (5) Drug 1: C1=CC(=CC=C1CCC2=CNC3=C2C(=O)NC(=N3)N)C(=O)NC(CCC(=O)O)C(=O)O. Drug 2: C1=NC2=C(N=C(N=C2N1C3C(C(C(O3)CO)O)O)F)N. Cell line: SK-MEL-5. Synergy scores: CSS=3.56, Synergy_ZIP=-4.43, Synergy_Bliss=-4.82, Synergy_Loewe=-3.10, Synergy_HSA=-3.27. (6) Drug 1: C1CCN(CC1)CCOC2=CC=C(C=C2)C(=O)C3=C(SC4=C3C=CC(=C4)O)C5=CC=C(C=C5)O. Drug 2: C1=CN(C(=O)N=C1N)C2C(C(C(O2)CO)O)O.Cl. Cell line: SNB-75. Synergy scores: CSS=5.42, Synergy_ZIP=-2.25, Synergy_Bliss=-2.39, Synergy_Loewe=-0.510, Synergy_HSA=-0.601. (7) Drug 2: CC1CCC2CC(C(=CC=CC=CC(CC(C(=O)C(C(C(=CC(C(=O)CC(OC(=O)C3CCCCN3C(=O)C(=O)C1(O2)O)C(C)CC4CCC(C(C4)OC)OCCO)C)C)O)OC)C)C)C)OC. Cell line: HOP-92. Synergy scores: CSS=0.445, Synergy_ZIP=2.81, Synergy_Bliss=3.93, Synergy_Loewe=3.04, Synergy_HSA=-1.01. Drug 1: CC1=C2C(C(=O)C3(C(CC4C(C3C(C(C2(C)C)(CC1OC(=O)C(C(C5=CC=CC=C5)NC(=O)OC(C)(C)C)O)O)OC(=O)C6=CC=CC=C6)(CO4)OC(=O)C)O)C)O.